This data is from Forward reaction prediction with 1.9M reactions from USPTO patents (1976-2016). The task is: Predict the product of the given reaction. (1) The product is: [CH:1]1([N:7]2[CH2:11][CH2:10][CH:9]([CH2:12][C:14]3[C:19]([O:20][CH3:21])=[CH:18][C:17]([Cl:22])=[CH:16][C:15]=3[Cl:23])[C:8]2=[O:24])[CH2:2][CH2:3][CH2:4][CH2:5][CH2:6]1. Given the reactants [CH:1]1([N:7]2[CH2:11][CH2:10][CH:9]([CH:12]([C:14]3[C:19]([O:20][CH3:21])=[CH:18][C:17]([Cl:22])=[CH:16][C:15]=3[Cl:23])O)[C:8]2=[O:24])[CH2:6][CH2:5][CH2:4][CH2:3][CH2:2]1.C([SiH](CC)CC)C, predict the reaction product. (2) The product is: [CH3:9][CH:10]([CH3:15])[CH2:11][C:12](=[O:14])[CH2:13][C:1]([O:4][CH3:5])=[O:6]. Given the reactants [C:1](=[O:6])([O:4][CH3:5])OC.[H-].[Na+].[CH3:9][CH:10]([CH3:15])[CH2:11][C:12](=[O:14])[CH3:13], predict the reaction product. (3) Given the reactants [F:1][C:2]1([F:24])[CH2:7][CH2:6][CH:5]([CH2:8][NH:9][C:10]([C:12]2[C:13]3[CH:14]=[CH:15][C:16](Cl)=[N:17][C:18]=3[CH:19]=[CH:20][C:21]=2[Cl:22])=[O:11])[CH2:4][CH2:3]1.[CH3:25][N:26]1[CH2:31][CH:30]=[C:29](B2OC(C)(C)C(C)(C)O2)[CH2:28][CH2:27]1.C(=O)([O-])[O-].[Cs+].[Cs+].ClCCl, predict the reaction product. The product is: [F:1][C:2]1([F:24])[CH2:7][CH2:6][CH:5]([CH2:8][NH:9][C:10]([C:12]2[C:13]3[CH:14]=[CH:15][C:16]([C:29]4[CH2:30][CH2:31][N:26]([CH3:25])[CH2:27][CH:28]=4)=[N:17][C:18]=3[CH:19]=[CH:20][C:21]=2[Cl:22])=[O:11])[CH2:4][CH2:3]1. (4) Given the reactants [N+:1]([C:4]1[CH:9]=[CH:8][C:7]([CH2:10][C:11]#[N:12])=[CH:6][CH:5]=1)([O-:3])=[O:2].Br[CH2:14][CH2:15][CH2:16][CH2:17]Br, predict the reaction product. The product is: [N+:1]([C:4]1[CH:5]=[CH:6][C:7]([C:10]2([C:11]#[N:12])[CH2:17][CH2:16][CH2:15][CH2:14]2)=[CH:8][CH:9]=1)([O-:3])=[O:2].